The task is: Predict which catalyst facilitates the given reaction.. This data is from Catalyst prediction with 721,799 reactions and 888 catalyst types from USPTO. (1) Reactant: [CH2:1]([S:8][C:9]1[CH:10]=[CH:11][C:12]([NH:22][C:23]2[CH:28]=[C:27]([F:29])[C:26]([Br:30])=[CH:25][C:24]=2[O:31][CH3:32])=[C:13](/[CH:15]=[CH:16]/[C:17](OCC)=[O:18])[CH:14]=1)[C:2]1[CH:7]=[CH:6][CH:5]=[CH:4][CH:3]=1.C(P(CCCC)CCCC)CCC. Product: [CH2:1]([S:8][C:9]1[CH:14]=[C:13]2[C:12](=[CH:11][CH:10]=1)[N:22]([C:23]1[CH:28]=[C:27]([F:29])[C:26]([Br:30])=[CH:25][C:24]=1[O:31][CH3:32])[C:17](=[O:18])[CH:16]=[CH:15]2)[C:2]1[CH:3]=[CH:4][CH:5]=[CH:6][CH:7]=1. The catalyst class is: 5. (2) Reactant: C(OC([N:8]1[CH2:16][C:15]2[C:14]([F:17])=[C:13]([N:18]3[C@@H:22]4[CH2:23][CH2:24][CH2:25][CH2:26][C@@H:21]4[N:20](C(OC(C)(C)C)=O)C3)[N:12]=[C:11]([C:34]3[CH:35]=[N:36][N:37]([CH3:39])[CH:38]=3)[C:10]=2[C:9]1=[O:40])=O)(C)(C)C.[C:41]([OH:47])([C:43]([F:46])([F:45])[F:44])=[O:42].O.NN.[OH-].[Na+]. Product: [F:44][C:43]([F:46])([F:45])[C:41]([OH:47])=[O:42].[NH2:20][C@H:21]1[CH2:26][CH2:25][CH2:24][CH2:23][C@H:22]1[NH:18][C:13]1[N:12]=[C:11]([C:34]2[CH:35]=[N:36][N:37]([CH3:39])[CH:38]=2)[C:10]2[C:9](=[O:40])[NH:8][CH2:16][C:15]=2[C:14]=1[F:17]. The catalyst class is: 14. (3) Reactant: [Cl:1][C:2]1[C:3](=[O:20])[CH:4]2[CH2:19][C:7]3([C:18]=1[C:17]1[CH:16]=[CH:15][C:14]4[NH:13][N:12]=[CH:11][C:10]=4[C:9]=1[CH2:8]3)[CH2:6][CH2:5]2.[BH4-].[Na+].[Cl-].[NH4+]. Product: [Cl:1][C:2]1[C@H:3]([OH:20])[C@H:4]2[CH2:19][C@@:7]3([C:18]=1[C:17]1[CH:16]=[CH:15][C:14]4[NH:13][N:12]=[CH:11][C:10]=4[C:9]=1[CH2:8]3)[CH2:6][CH2:5]2. The catalyst class is: 14. (4) Reactant: [OH:1][B:2]1[C:6]2[CH:7]=[C:8]([OH:12])[CH:9]=[C:10]([CH3:11])[C:5]=2[CH:4]([C:13](=[CH2:19])[C:14]([O:16][CH2:17][CH3:18])=[O:15])[O:3]1. Product: [OH:1][B:2]1[C:6]2[CH:7]=[C:8]([OH:12])[CH:9]=[C:10]([CH3:11])[C:5]=2[CH:4]([CH:13]([CH3:19])[C:14]([O:16][CH2:17][CH3:18])=[O:15])[O:3]1. The catalyst class is: 586.